This data is from Forward reaction prediction with 1.9M reactions from USPTO patents (1976-2016). The task is: Predict the product of the given reaction. Given the reactants [Br:1][C:2]1[C:3]([O:11][C:12]2[CH:17]=[CH:16][C:15]([F:18])=[CH:14][C:13]=2[F:19])=[N:4][CH:5]=[C:6]([CH2:8]SC)[CH:7]=1.O[O:21][S:22]([O-:24])=O.[K+].[CH3:26]O, predict the reaction product. The product is: [Br:1][C:2]1[C:3]([O:11][C:12]2[CH:17]=[CH:16][C:15]([F:18])=[CH:14][C:13]=2[F:19])=[N:4][CH:5]=[C:6]([CH2:8][S:22]([CH3:26])(=[O:24])=[O:21])[CH:7]=1.